From a dataset of Reaction yield outcomes from USPTO patents with 853,638 reactions. Predict the reaction yield, written as a fraction of the theoretical maximum amount of product (1.0 means a 100% yield; for example, 0.34 means a 34% yield). (1) The reactants are Cl[C:2]1[N:10]=[C:9]([C:11]([F:14])([F:13])[F:12])[CH:8]=[CH:7][C:3]=1[C:4]([OH:6])=[O:5].[NH:15]1[CH2:19][CH2:18][CH2:17][CH2:16]1. No catalyst specified. The product is [N:15]1([C:2]2[N:10]=[C:9]([C:11]([F:14])([F:13])[F:12])[CH:8]=[CH:7][C:3]=2[C:4]([OH:6])=[O:5])[CH2:19][CH2:18][CH2:17][CH2:16]1. The yield is 0.950. (2) The reactants are [H-].[Al+3].[Li+].[H-].[H-].[H-].[CH2:7]([N:14]([CH2:27][C:28]1[CH:33]=[CH:32][CH:31]=[CH:30][CH:29]=1)[C:15]1[CH:16]=[C:17]([CH:23]=[CH:24][C:25]=1[F:26])[C:18](OCC)=[O:19])[C:8]1[CH:13]=[CH:12][CH:11]=[CH:10][CH:9]=1.O.[OH-].[Na+]. The catalyst is O1CCCC1. The product is [CH2:27]([N:14]([CH2:7][C:8]1[CH:13]=[CH:12][CH:11]=[CH:10][CH:9]=1)[C:15]1[CH:16]=[C:17]([CH2:18][OH:19])[CH:23]=[CH:24][C:25]=1[F:26])[C:28]1[CH:29]=[CH:30][CH:31]=[CH:32][CH:33]=1. The yield is 1.00. (3) The reactants are [Br:1][C:2]1[C:3]([F:12])=[C:4]2[C:10]([NH2:11])=[CH:9][NH:8][C:5]2=[N:6][CH:7]=1.[Cl:13][C:14]1[CH:15]=[CH:16][C:17]([C:20](O)=[O:21])=[N:18][CH:19]=1.C1N(P(Cl)(N2C(=O)OCC2)=O)C(=O)OC1.[Li+].[OH-]. The catalyst is C(Cl)Cl.O. The product is [Br:1][C:2]1[C:3]([F:12])=[C:4]2[C:10]([NH:11][C:20](=[O:21])[C:17]3[CH:16]=[CH:15][C:14]([Cl:13])=[CH:19][N:18]=3)=[CH:9][NH:8][C:5]2=[N:6][CH:7]=1. The yield is 0.730. (4) The reactants are [OH:1][C:2]1[CH:7]=[CH:6][C:5]([C:8]2[C:9]([CH2:21][O:22][C:23]([C:25]3[S:26][C:27]([CH3:30])=[CH:28][CH:29]=3)=[O:24])=[C:10]3[C:15](=[CH:16][CH:17]=2)[NH:14][C:13]([CH3:19])([CH3:18])[CH:12]=[C:11]3[CH3:20])=[C:4]([O:31][CH3:32])[CH:3]=1.[F:33][C:34]([F:42])([F:41])[CH2:35][CH2:36][S:37](Cl)(=[O:39])=[O:38].C(N(CC)CC)C. The catalyst is C(Cl)Cl. The product is [CH3:32][O:31][C:4]1[CH:3]=[C:2]([O:1][S:37]([CH2:36][CH2:35][C:34]([F:42])([F:41])[F:33])(=[O:39])=[O:38])[CH:7]=[CH:6][C:5]=1[C:8]1[C:9]([CH2:21][O:22][C:23]([C:25]2[S:26][C:27]([CH3:30])=[CH:28][CH:29]=2)=[O:24])=[C:10]2[C:15](=[CH:16][CH:17]=1)[NH:14][C:13]([CH3:18])([CH3:19])[CH:12]=[C:11]2[CH3:20]. The yield is 0.800. (5) The reactants are [Br:1][C:2]1[CH:11]=[C:10]2[C:5]([CH:6]=[CH:7][C:8](Cl)=[N:9]2)=[CH:4][CH:3]=1.[O:13]1CCOCC1. The catalyst is Cl. The product is [Br:1][C:2]1[CH:11]=[C:10]2[C:5]([CH:6]=[CH:7][C:8](=[O:13])[NH:9]2)=[CH:4][CH:3]=1. The yield is 0.930. (6) The reactants are [O:1]1[CH2:6][CH2:5][CH2:4][CH2:3][CH:2]1[O:7][C:8]1[CH:13]=[CH:12][C:11]([OH:14])=[CH:10][CH:9]=1.O[CH:16]([C:20]1[CH:27]=[CH:26][C:23]([C:24]#[N:25])=[CH:22][CH:21]=1)[CH2:17][CH:18]=[CH2:19].C1CCN(C(N=NC(N2CCCCC2)=O)=O)CC1. The catalyst is C1(C)C=CC=CC=1. The product is [O:1]1[CH2:6][CH2:5][CH2:4][CH2:3][CH:2]1[O:7][C:8]1[CH:13]=[CH:12][C:11]([O:14][CH:16]([C:20]2[CH:21]=[CH:22][C:23]([C:24]#[N:25])=[CH:26][CH:27]=2)[CH2:17][CH:18]=[CH2:19])=[CH:10][CH:9]=1. The yield is 0.687. (7) The reactants are [F:1][C:2]([F:32])([F:31])[C:3]1[CH:8]=[CH:7][N:6]=[C:5]([NH:9][C:10]2[CH:11]=[C:12]([C:16]3[S:20][C:19]([C@H:21]4[CH2:26][CH2:25][C@H:24]([C:27]([O:29]C)=[O:28])[CH2:23][CH2:22]4)=[N:18][CH:17]=3)[CH:13]=[CH:14][CH:15]=2)[N:4]=1.[Li+].[OH-].Cl.CCOCC. The catalyst is O1CCCC1.CO. The product is [F:32][C:2]([F:1])([F:31])[C:3]1[CH:8]=[CH:7][N:6]=[C:5]([NH:9][C:10]2[CH:11]=[C:12]([C:16]3[S:20][C:19]([C@H:21]4[CH2:22][CH2:23][C@H:24]([C:27]([OH:29])=[O:28])[CH2:25][CH2:26]4)=[N:18][CH:17]=3)[CH:13]=[CH:14][CH:15]=2)[N:4]=1. The yield is 0.430. (8) The reactants are [CH2:1]([O:8][C:9]1[CH:10]=[C:11]([CH2:19][CH2:20][C:21]([O:23][CH2:24][CH3:25])=[O:22])[CH:12]=[CH:13][C:14]=1[O:15]COC)[C:2]1[CH:7]=[CH:6][CH:5]=[CH:4][CH:3]=1. The catalyst is Cl.C(O)C. The product is [CH2:1]([O:8][C:9]1[CH:10]=[C:11]([CH2:19][CH2:20][C:21]([O:23][CH2:24][CH3:25])=[O:22])[CH:12]=[CH:13][C:14]=1[OH:15])[C:2]1[CH:3]=[CH:4][CH:5]=[CH:6][CH:7]=1. The yield is 0.990. (9) The product is [CH2:3]1[C:12]2[C:7](=[CH:8][CH:9]=[N:10][CH:11]=2)[CH2:6][CH2:5][N:4]1[C:13]1[CH:19]=[CH:18][C:16]([NH:17][C:27]([NH:26][C:23]2[CH:24]=[CH:25][C:20]([CH3:29])=[CH:21][CH:22]=2)=[O:28])=[CH:15][CH:14]=1. No catalyst specified. The reactants are Cl.Cl.[CH2:3]1[C:12]2[C:7](=[CH:8][CH:9]=[N:10][CH:11]=2)[CH2:6][CH2:5][N:4]1[C:13]1[CH:19]=[CH:18][C:16]([NH2:17])=[CH:15][CH:14]=1.[C:20]1([CH3:29])[CH:25]=[CH:24][C:23]([N:26]=[C:27]=[O:28])=[CH:22][CH:21]=1. The yield is 0.710.